From a dataset of Full USPTO retrosynthesis dataset with 1.9M reactions from patents (1976-2016). Predict the reactants needed to synthesize the given product. (1) Given the product [Br:1][C:2]1[CH:7]=[CH:6][C:5]([N+:8]([O-:10])=[O:9])=[C:4]([N:17]([CH2:16][C:15]([OH:25])=[O:14])[CH2:18][C:19]2[CH:24]=[CH:23][CH:22]=[CH:21][CH:20]=2)[CH:3]=1, predict the reactants needed to synthesize it. The reactants are: [Br:1][C:2]1[CH:7]=[CH:6][C:5]([N+:8]([O-:10])=[O:9])=[C:4](F)[CH:3]=1.C([O:14][C:15](=[O:25])[CH2:16][NH:17][CH2:18][C:19]1[CH:24]=[CH:23][CH:22]=[CH:21][CH:20]=1)C. (2) Given the product [CH3:1][O:2][C:3]1[C:12]2[C:7](=[C:8]([CH3:13])[CH:9]=[CH:10][CH:11]=2)[C:6]([C:14]([N:17]2[CH2:22][CH2:21][CH2:20][CH2:19][CH2:18]2)=[O:16])=[CH:5][CH:4]=1, predict the reactants needed to synthesize it. The reactants are: [CH3:1][O:2][C:3]1[C:12]2[C:7](=[C:8]([CH3:13])[CH:9]=[CH:10][CH:11]=2)[C:6]([C:14]([OH:16])=O)=[CH:5][CH:4]=1.[NH:17]1[CH2:22][CH2:21][CH2:20][CH2:19][CH2:18]1. (3) Given the product [CH2:19]([N:26]1[CH2:30][CH2:29][C@@H:28]([NH:31][CH2:1][C:3]2[CH:18]=[CH:17][C:6]([O:7][C:8]3[CH:16]=[CH:15][C:11]([C:12]([NH2:14])=[O:13])=[CH:10][N:9]=3)=[CH:5][CH:4]=2)[CH2:27]1)[C:20]1[CH:21]=[CH:22][CH:23]=[CH:24][CH:25]=1, predict the reactants needed to synthesize it. The reactants are: [CH:1]([C:3]1[CH:18]=[CH:17][C:6]([O:7][C:8]2[CH:16]=[CH:15][C:11]([C:12]([NH2:14])=[O:13])=[CH:10][N:9]=2)=[CH:5][CH:4]=1)=O.[CH2:19]([N:26]1[CH2:30][CH2:29][C@@H:28]([NH2:31])[CH2:27]1)[C:20]1[CH:25]=[CH:24][CH:23]=[CH:22][CH:21]=1.[BH4-].[Na+]. (4) Given the product [OH:1][CH:2]([C:3](=[O:5])[NH:37][CH2:34][CH2:35][CH3:36])[CH:6]([NH:14][C:15](=[O:33])[C:16]1[CH:21]=[CH:20][CH:19]=[N:18][C:17]=1[N:22]1[CH:26]=[CH:25][C:24]([C:27]2[CH:28]=[CH:29][CH:30]=[CH:31][CH:32]=2)=[N:23]1)[CH2:7][C:8]1[CH:13]=[CH:12][CH:11]=[CH:10][CH:9]=1, predict the reactants needed to synthesize it. The reactants are: [OH:1][CH:2]([CH:6]([NH:14][C:15](=[O:33])[C:16]1[CH:21]=[CH:20][CH:19]=[N:18][C:17]=1[N:22]1[CH:26]=[CH:25][C:24]([C:27]2[CH:32]=[CH:31][CH:30]=[CH:29][CH:28]=2)=[N:23]1)[CH2:7][C:8]1[CH:13]=[CH:12][CH:11]=[CH:10][CH:9]=1)[C:3]([OH:5])=O.[CH2:34]([NH2:37])[CH2:35][CH3:36]. (5) Given the product [CH:74]1([NH:79][C:2]2[CH:7]=[CH:6][N:5]3[N:8]=[C:9]([C:14]4[CH:19]=[CH:18][C:17]([O:20][CH3:21])=[CH:16][CH:15]=4)[C:10]([C:11](=[O:13])[CH3:12])=[C:4]3[CH:3]=2)[CH2:78][CH2:77][CH2:76][CH2:75]1, predict the reactants needed to synthesize it. The reactants are: Cl[C:2]1[CH:7]=[CH:6][N:5]2[N:8]=[C:9]([C:14]3[CH:19]=[CH:18][C:17]([O:20][CH3:21])=[CH:16][CH:15]=3)[C:10]([C:11](=[O:13])[CH3:12])=[C:4]2[CH:3]=1.C1(P(C2C=CC=CC=2)C2C=CC3C(=CC=CC=3)C=2C2C3C(=CC=CC=3)C=CC=2P(C2C=CC=CC=2)C2C=CC=CC=2)C=CC=CC=1.C(=O)([O-])[O-].[Cs+].[Cs+].[CH:74]1([NH2:79])[CH2:78][CH2:77][CH2:76][CH2:75]1. (6) Given the product [CH3:4][C:3]([SH:5])([CH3:6])[CH2:2][NH:1][C:7](=[O:14])[C:8]1[CH:13]=[CH:12][CH:11]=[CH:10][CH:9]=1, predict the reactants needed to synthesize it. The reactants are: [NH2:1][CH2:2][C:3]([CH3:6])([SH:5])[CH3:4].[C:7](O)(=[O:14])[C:8]1[CH:13]=[CH:12][CH:11]=[CH:10][CH:9]=1.Cl.CN(C)CCCN=C=NCC.